This data is from Full USPTO retrosynthesis dataset with 1.9M reactions from patents (1976-2016). The task is: Predict the reactants needed to synthesize the given product. (1) Given the product [S:1]([OH:5])([OH:4])(=[O:3])=[O:2].[NH:6]([C:8]([CH2:10][CH2:11][N:12]([CH3:32])[CH2:13][C@H:14]1[O:18][C@@H:17]([N:19]2[C:28]3[N:27]=[CH:26][N:25]=[C:23]([NH2:24])[C:22]=3[N:21]=[CH:20]2)[C@H:16]([OH:30])[C@@H:15]1[OH:31])=[O:9])[NH2:7], predict the reactants needed to synthesize it. The reactants are: [S:1]([OH:5])([OH:4])(=[O:3])=[O:2].[NH:6]([C:8]([CH2:10][CH2:11][N:12]([CH3:32])[CH2:13][C@H:14]1[O:18][C@@H:17]([N:19]2[C:28]3[N:27]=[CH:26][N:25]=[C:23]([NH2:24])[C:22]=3[N:21]=[C:20]2C)[C@H:16]([OH:30])[C@@H:15]1[OH:31])=[O:9])[NH2:7].C(CCN(C)C[C@H]1O[C@@H](N2C3N=CN=C(N)C=3N=C2)[C@H](O)[C@@H]1O)(OCC)=O.O.NN. (2) The reactants are: C(OC([NH:8][CH2:9][C:10]1[CH:15]=[CH:14][C:13]([NH:16][C:17](=[O:45])[CH2:18][NH:19][C:20](=[O:44])[CH2:21][CH2:22][CH2:23][CH2:24][CH2:25][NH:26][C:27](=[O:43])[O:28][CH2:29][CH:30]2[C:42]3[CH:41]=[CH:40][CH:39]=[CH:38][C:37]=3[C:36]3[C:31]2=[CH:32][CH:33]=[CH:34][CH:35]=3)=[CH:12][CH:11]=1)=O)(C)(C)C.[F:46][C:47]([F:52])([F:51])[C:48]([OH:50])=[O:49]. Given the product [F:46][C:47]([F:52])([F:51])[C:48]([OH:50])=[O:49].[NH2:8][CH2:9][C:10]1[CH:11]=[CH:12][C:13]([NH:16][C:17](=[O:45])[CH2:18][NH:19][C:20](=[O:44])[CH2:21][CH2:22][CH2:23][CH2:24][CH2:25][NH:26][C:27](=[O:43])[O:28][CH2:29][CH:30]2[C:31]3[CH:32]=[CH:33][CH:34]=[CH:35][C:36]=3[C:37]3[C:42]2=[CH:41][CH:40]=[CH:39][CH:38]=3)=[CH:14][CH:15]=1, predict the reactants needed to synthesize it. (3) The reactants are: O[CH2:2][C:3]1[CH:11]=[CH:10][C:6]2[N:7]=[CH:8][NH:9][C:5]=2[CH:4]=1.C1C=CC(P([N:26]=[N+:27]=[N-:28])(C2C=CC=CC=2)=O)=CC=1.C1CCN2C(=NCCC2)CC1. Given the product [N:26]([CH2:2][C:3]1[CH:11]=[CH:10][C:6]2[N:7]=[CH:8][NH:9][C:5]=2[CH:4]=1)=[N+:27]=[N-:28], predict the reactants needed to synthesize it. (4) Given the product [O:1]=[S:2]1(=[O:28])[CH:7]=[CH:6][CH:5]([C:8]2[CH:13]=[CH:12][C:11]([N:14]3[CH2:18][C@H:17]([CH2:19][NH:20][C:21](=[S:38])[CH:22]([F:24])[F:23])[O:16][C:15]3=[O:26])=[CH:10][C:9]=2[F:27])[CH2:4][CH2:3]1, predict the reactants needed to synthesize it. The reactants are: [O:1]=[S:2]1(=[O:28])[CH:7]=[CH:6][CH:5]([C:8]2[CH:13]=[CH:12][C:11]([N:14]3[CH2:18][C@H:17]([CH2:19][NH:20][C:21](=O)[CH:22]([F:24])[F:23])[O:16][C:15]3=[O:26])=[CH:10][C:9]=2[F:27])[CH2:4][CH2:3]1.COC1C=CC(P2(SP(C3C=CC(OC)=CC=3)(=S)S2)=[S:38])=CC=1. (5) Given the product [C:13]([C:4]1[CH:5]=[C:6]([CH:11]=[CH:12][C:3]=1[O:2][CH3:1])[C:7]([O:9][CH3:10])=[O:8])#[CH:14], predict the reactants needed to synthesize it. The reactants are: [CH3:1][O:2][C:3]1[CH:12]=[CH:11][C:6]([C:7]([O:9][CH3:10])=[O:8])=[CH:5][C:4]=1[C:13]#[C:14][Si](C)(C)C.C(=O)([O-])[O-].[K+].[K+].CO.